From a dataset of Reaction yield outcomes from USPTO patents with 853,638 reactions. Predict the reaction yield, written as a fraction of the theoretical maximum amount of product (1.0 means a 100% yield; for example, 0.34 means a 34% yield). (1) The reactants are [N:1]1[CH:6]=[CH:5][N:4]=[CH:3][C:2]=1[CH2:7][OH:8].[Cl:9][C:10]1[CH:11]=[C:12]([NH:23][C:24]2[C:33]3[C:28](=[CH:29][CH:30]=[CH:31][C:32]=3[O:34][CH2:35][C@H:36]3[CH2:40][CH2:39][CH2:38][N:37]3[C:41](=[O:44])[CH2:42][OH:43])[N:27]=[CH:26][N:25]=2)[CH:13]=[CH:14][C:15]=1OCC1N=CSC=1. No catalyst specified. The product is [Cl:9][C:10]1[CH:11]=[C:12]([NH:23][C:24]2[C:33]3[C:28](=[CH:29][CH:30]=[CH:31][C:32]=3[O:34][CH2:35][C@H:36]3[CH2:40][CH2:39][CH2:38][N:37]3[C:41](=[O:44])[CH2:42][OH:43])[N:27]=[CH:26][N:25]=2)[CH:13]=[CH:14][C:15]=1[O:8][CH2:7][C:2]1[CH:3]=[N:4][CH:5]=[CH:6][N:1]=1. The yield is 0.360. (2) The reactants are Br[C:2]1[CH:10]=[CH:9][CH:8]=[C:7]2[C:3]=1[CH2:4][NH:5][C:6]2=[O:11].[CH3:12][C:13]1([CH3:29])[C:17]([CH3:19])([CH3:18])[O:16][B:15]([B:15]2[O:16][C:17]([CH3:19])([CH3:18])[C:13]([CH3:29])([CH3:12])[O:14]2)[O:14]1.C([O-])(=O)C.[K+].C(Cl)Cl. The catalyst is CN(C=O)C. The product is [CH3:12][C:13]1([CH3:29])[C:17]([CH3:19])([CH3:18])[O:16][B:15]([C:2]2[CH:10]=[CH:9][CH:8]=[C:7]3[C:3]=2[CH2:4][NH:5][C:6]3=[O:11])[O:14]1. The yield is 0.350. (3) The reactants are [C:1]([C:3]1[C:8](=O)[NH:7][C:6]([NH:10][CH:11]2[CH2:13][CH2:12]2)=[N:5][C:4]=1[C:14]1[CH:15]=[N:16][CH:17]=[CH:18][CH:19]=1)#[N:2].O=P(Cl)(Cl)[Cl:22]. No catalyst specified. The product is [Cl:22][C:8]1[N:7]=[C:6]([NH:10][CH:11]2[CH2:13][CH2:12]2)[N:5]=[C:4]([C:14]2[CH:15]=[N:16][CH:17]=[CH:18][CH:19]=2)[C:3]=1[C:1]#[N:2]. The yield is 0.610. (4) The reactants are Br[C:2]1[CH:3]=[CH:4][C:5]2[C:9]3[CH:10]=[CH:11][C:12](Br)=[CH:13][C:8]=3[S:7][C:6]=2[CH:15]=1.[CH3:16][O:17][C:18]1[CH:19]=[CH:20][C:21](B(O)O)=[C:22]([C:24]2[CH:29]=[CH:28][CH:27]=[CH:26][CH:25]=2)[CH:23]=1.[C:33]([O-:36])([O-])=O.[Na+].[Na+].[CH3:39][CH2:40]O. The catalyst is C1C=CC([P]([Pd]([P](C2C=CC=CC=2)(C2C=CC=CC=2)C2C=CC=CC=2)([P](C2C=CC=CC=2)(C2C=CC=CC=2)C2C=CC=CC=2)[P](C2C=CC=CC=2)(C2C=CC=CC=2)C2C=CC=CC=2)(C2C=CC=CC=2)C2C=CC=CC=2)=CC=1.C1(C)C=CC=CC=1. The product is [CH3:16][O:17][C:18]1[CH:19]=[CH:20][C:21]([C:2]2[CH:3]=[CH:4][C:5]3[C:9]4[CH:10]=[CH:11][C:12]([C:2]5[CH:3]=[CH:4][C:5]([O:36][CH3:33])=[CH:6][C:15]=5[C:39]5[CH:40]=[CH:10][CH:9]=[CH:8][CH:13]=5)=[CH:13][C:8]=4[S:7][C:6]=3[CH:15]=2)=[C:22]([C:24]2[CH:29]=[CH:28][CH:27]=[CH:26][CH:25]=2)[CH:23]=1. The yield is 0.810. (5) The reactants are I.[NH2:2][CH2:3][CH:4]1[CH2:9][CH2:8][CH2:7][CH:6]([N:10]2[C:19]3[C:14](=[CH:15][CH:16]=[N:17][CH:18]=3)[C:13]3=[N:20][O:21][C:22]([CH3:23])=[C:12]3[C:11]2=[O:24])[CH2:5]1.[C:25](O)(=[O:32])[C:26]1[CH:31]=[CH:30][CH:29]=[N:28][CH:27]=1.Cl.CN(C)CCCN=C=NCC.ON1C2N=CC=CC=2N=N1.C(N(CC)C(C)C)(C)C. The catalyst is CN(C)C=O. The product is [CH3:23][C:22]1[O:21][N:20]=[C:13]2[C:14]3[C:19](=[CH:18][N:17]=[CH:16][CH:15]=3)[N:10]([CH:6]3[CH2:7][CH2:8][CH2:9][CH:4]([CH2:3][NH:2][C:25](=[O:32])[C:26]4[CH:31]=[CH:30][CH:29]=[N:28][CH:27]=4)[CH2:5]3)[C:11](=[O:24])[C:12]=12. The yield is 0.170. (6) The reactants are [C:1]1([CH2:7][S:8][C:9]2[N:10]=[C:11]([Cl:19])[C:12]3[S:17][C:16](Br)=[N:15][C:13]=3[N:14]=2)[CH:6]=[CH:5][CH:4]=[CH:3][CH:2]=1.[NH2:20][CH:21]1[CH2:26][CH2:25][N:24]([C:27]([O:29][C:30]([CH3:33])([CH3:32])[CH3:31])=[O:28])[CH2:23][CH2:22]1.C(N(CC)CC)C. The catalyst is C(#N)C. The yield is 0.570. The product is [C:30]([O:29][C:27]([N:24]1[CH2:25][CH2:26][CH:21]([NH:20][C:16]2[S:17][C:12]3[C:11]([Cl:19])=[N:10][C:9]([S:8][CH2:7][C:1]4[CH:6]=[CH:5][CH:4]=[CH:3][CH:2]=4)=[N:14][C:13]=3[N:15]=2)[CH2:22][CH2:23]1)=[O:28])([CH3:33])([CH3:31])[CH3:32].